This data is from Full USPTO retrosynthesis dataset with 1.9M reactions from patents (1976-2016). The task is: Predict the reactants needed to synthesize the given product. (1) The reactants are: [NH2:1][C:2]1[N:7]=[C:6]([C:8]2[CH:13]=[CH:12][C:11]([Cl:14])=[C:10]([O:15][CH3:16])[C:9]=2[F:17])[N:5]=[C:4]([C:18]([OH:20])=[O:19])[C:3]=1[CH:21]=[CH2:22].Br[CH2:24][C:25]1[CH:30]=[CH:29][CH:28]=[CH:27][CH:26]=1.C(=O)([O-])[O-].[Li+].[Li+]. Given the product [NH2:1][C:2]1[N:7]=[C:6]([C:8]2[CH:13]=[CH:12][C:11]([Cl:14])=[C:10]([O:15][CH3:16])[C:9]=2[F:17])[N:5]=[C:4]([C:18]([O:20][CH2:24][C:25]2[CH:30]=[CH:29][CH:28]=[CH:27][CH:26]=2)=[O:19])[C:3]=1[CH:21]=[CH2:22], predict the reactants needed to synthesize it. (2) Given the product [CH:23]([C:3]1[C:2]([O:15][CH2:14][C:13]([F:17])([F:16])[F:12])=[CH:7][CH:6]=[CH:5][N:4]=1)([CH3:25])[CH3:24], predict the reactants needed to synthesize it. The reactants are: N[C:2]1[C:3](SC(C)C)=[N:4][CH:5]=[CH:6][CH:7]=1.[F:12][C:13]([F:17])([F:16])[CH2:14][OH:15].CS(O)(=O)=O.[C:23](ON=O)(C)([CH3:25])[CH3:24].C(=O)(O)[O-].[Na+]. (3) Given the product [C:1]([C@H:5]1[CH2:10][CH2:9][C@H:8]([O:11][C:12]2[CH:13]=[C:14]3[C:19](=[CH:20][CH:21]=2)[CH:18]=[C:17]([CH2:22][NH2:23])[CH:16]=[CH:15]3)[CH2:7][CH2:6]1)([CH3:4])([CH3:2])[CH3:3], predict the reactants needed to synthesize it. The reactants are: [C:1]([C@H:5]1[CH2:10][CH2:9][C@H:8]([O:11][C:12]2[CH:13]=[C:14]3[C:19](=[CH:20][CH:21]=2)[CH:18]=[C:17]([C:22]#[N:23])[CH:16]=[CH:15]3)[CH2:7][CH2:6]1)([CH3:4])([CH3:3])[CH3:2].[NH4+].[OH-]. (4) Given the product [F:1][C:2]1[CH:7]=[C:6]2[C:5]([CH:9]=[N:33][NH:8]2)=[C:4]([C:10]2[N:11]=[C:12]([N:27]3[CH2:28][CH2:29][O:30][CH2:31][CH2:32]3)[C:13]3[S:18][C:17]([CH2:19][N:20]4[CH2:21][CH2:22][N:23]([CH3:26])[CH2:24][CH2:25]4)=[CH:16][C:14]=3[N:15]=2)[CH:3]=1, predict the reactants needed to synthesize it. The reactants are: [F:1][C:2]1[CH:3]=[C:4]([C:10]2[N:11]=[C:12]([N:27]3[CH2:32][CH2:31][O:30][CH2:29][CH2:28]3)[C:13]3[S:18][C:17]([CH2:19][N:20]4[CH2:25][CH2:24][N:23]([CH3:26])[CH2:22][CH2:21]4)=[CH:16][C:14]=3[N:15]=2)[C:5]([CH3:9])=[C:6]([NH2:8])[CH:7]=1.[N:33](OCCC(C)C)=O.